From a dataset of Full USPTO retrosynthesis dataset with 1.9M reactions from patents (1976-2016). Predict the reactants needed to synthesize the given product. (1) Given the product [F:12][C:13]1[CH:14]=[N:15][CH:16]=[CH:17][C:18]=1[C:2]1[C:3]([O:10][CH3:11])=[N:4][C:5]([O:8][CH3:9])=[N:6][CH:7]=1, predict the reactants needed to synthesize it. The reactants are: I[C:2]1[C:3]([O:10][CH3:11])=[N:4][C:5]([O:8][CH3:9])=[N:6][CH:7]=1.[F:12][C:13]1[CH:14]=[N:15][CH:16]=[CH:17][C:18]=1B(O)O.C([O-])([O-])=O.[Na+].[Na+].C1C=CC(P(C2C=CC=CC=2)C2C=CC=CC=2)=CC=1. (2) The reactants are: [Cl:1][C:2]1[C:7]([C:8]([F:11])([F:10])[F:9])=[CH:6][CH:5]=[CH:4][C:3]=1[C:12](=S)[NH:13][CH2:14][C:15]1[CH:16]=[N:17][C:18]2[C:23]([CH:24]=1)=[CH:22][CH:21]=[CH:20][CH:19]=2.[N:26]([Si](C)(C)C)=[N+:27]=[N-:28]. Given the product [Cl:1][C:2]1[C:7]([C:8]([F:11])([F:10])[F:9])=[CH:6][CH:5]=[CH:4][C:3]=1[C:12]1[N:13]([CH2:14][C:15]2[CH:16]=[N:17][C:18]3[C:23]([CH:24]=2)=[CH:22][CH:21]=[CH:20][CH:19]=3)[N:28]=[N:27][N:26]=1, predict the reactants needed to synthesize it. (3) Given the product [C:9]([O:8][C:43]1[N:42]=[CH:41][C:40]([O:39][C:26]2[C:25]([Cl:24])=[CH:37][C:29]([C:30]([NH:32][S:33]([CH3:36])(=[O:35])=[O:34])=[O:31])=[C:28]([F:38])[CH:27]=2)=[CH:45][C:44]=1[Cl:46])([CH3:12])([CH3:11])[CH3:10], predict the reactants needed to synthesize it. The reactants are: FC1(F)CC(C([O:8][C:9]([CH3:12])([CH3:11])[CH3:10])=O)C1.C[Si](C)(C)[N-][Si](C)(C)C.[Na+].[Cl:24][C:25]1[C:26]([O:39][C:40]2[CH:41]=[N:42][C:43](F)=[C:44]([Cl:46])[CH:45]=2)=[CH:27][C:28]([F:38])=[C:29]([CH:37]=1)[C:30]([NH:32][S:33]([CH3:36])(=[O:35])=[O:34])=[O:31]. (4) Given the product [Cl:1][C:2]1[CH:3]=[C:4]([C:8]#[C:9][C:10]2[N:11]=[C:12]([CH3:22])[N:13]([C:15]3[N:20]([CH3:23])[C:19](=[O:21])[CH:18]=[CH:17][CH:16]=3)[CH:14]=2)[CH:5]=[CH:6][CH:7]=1, predict the reactants needed to synthesize it. The reactants are: [Cl:1][C:2]1[CH:3]=[C:4]([C:8]#[C:9][C:10]2[N:11]=[C:12]([CH3:22])[N:13]([C:15]3[N:20]=[C:19]([OH:21])[CH:18]=[CH:17][CH:16]=3)[CH:14]=2)[CH:5]=[CH:6][CH:7]=1.[CH3:23]I. (5) Given the product [Br:1][C:2]1[CH:3]=[C:4]2[C:8](=[CH:9][CH:10]=1)[C:7](=[O:11])[C:19](=[C:16]1[CH:17]=[CH:18][NH:13][CH:14]=[CH:15]1)[C:5]2=[O:12], predict the reactants needed to synthesize it. The reactants are: [Br:1][C:2]1[CH:3]=[C:4]2[C:8](=[CH:9][CH:10]=1)[C:7](=[O:11])O[C:5]2=[O:12].[N:13]1[CH:18]=[CH:17][C:16]([CH3:19])=[CH:15][CH:14]=1. (6) Given the product [CH3:24][O:23][C:21]1[CH:20]=[CH:19][C:15]2[N:16]=[C:17]([CH3:18])[C:12]3[N:13]([C:9]([C:4]4[CH:5]=[CH:6][CH:7]=[C:2]([O:27][CH3:26])[CH:3]=4)=[N:10][C:11]=3[CH3:25])[C:14]=2[N:22]=1, predict the reactants needed to synthesize it. The reactants are: Cl[C:2]1[CH:3]=[C:4]([C:9]2[N:13]3[C:14]4[N:22]=[C:21]([O:23][CH3:24])[CH:20]=[CH:19][C:15]=4[N:16]=[C:17]([CH3:18])[C:12]3=[C:11]([CH3:25])[N:10]=2)[CH:5]=[C:6](Cl)[CH:7]=1.[CH3:26][O:27]C1C=C(B(O)O)C=CC=1.C([O-])([O-])=O.[K+].[K+]. (7) The reactants are: [Cl:1][C:2]1[CH:16]=[CH:15][C:5]([O:6][C:7]2[CH:8]=[C:9]([CH:12]=[CH:13][CH:14]=2)[CH:10]=O)=[CH:4][CH:3]=1.[C@@H:17]1([NH2:27])[C:26]2[C:21](=[CH:22][CH:23]=[CH:24][CH:25]=2)[CH2:20][CH2:19][CH2:18]1.[BH4-].[Na+]. Given the product [Cl:1][C:2]1[CH:16]=[CH:15][C:5]([O:6][C:7]2[CH:8]=[C:9]([CH:12]=[CH:13][CH:14]=2)[CH2:10][NH:27][C@@H:17]2[C:26]3[C:21](=[CH:22][CH:23]=[CH:24][CH:25]=3)[CH2:20][CH2:19][CH2:18]2)=[CH:4][CH:3]=1, predict the reactants needed to synthesize it.